Dataset: Forward reaction prediction with 1.9M reactions from USPTO patents (1976-2016). Task: Predict the product of the given reaction. (1) Given the reactants [NH:1]1[C:9]2[C:4](=[CH:5][CH:6]=[CH:7][CH:8]=2)[CH2:3][C:2]1=[O:10].[CH2:11]([N:13]([CH2:28][CH3:29])[CH2:14][CH2:15][NH:16][C:17]([C:19]1[C:23]([CH3:24])=[C:22]([CH:25]=O)[NH:21][C:20]=1[CH3:27])=[O:18])[CH3:12], predict the reaction product. The product is: [CH2:28]([N:13]([CH2:11][CH3:12])[CH2:14][CH2:15][NH:16][C:17]([C:19]1[C:23]([CH3:24])=[C:22]([CH:25]=[C:3]2[C:4]3[C:9](=[CH:8][CH:7]=[CH:6][CH:5]=3)[NH:1][C:2]2=[O:10])[NH:21][C:20]=1[CH3:27])=[O:18])[CH3:29]. (2) Given the reactants [CH2:1]([CH:3]([C:6]1[C:10]([CH2:11][CH2:12][CH2:13][OH:14])=[CH:9][N:8]([C:15]2[N:16]=[N:17][C:18]([C:21]([F:24])([F:23])[F:22])=[CH:19][CH:20]=2)[N:7]=1)[CH2:4][CH3:5])[CH3:2].O[C:26]1[C:31]([O:32][CH3:33])=[CH:30][CH:29]=[CH:28][C:27]=1[CH2:34][C:35]([O:37]C)=[O:36].C(P(CCCC)CCCC)CCC.N(C(N1CCCCC1)=O)=NC(N1CCCCC1)=O, predict the reaction product. The product is: [CH2:1]([CH:3]([C:6]1[C:10]([CH2:11][CH2:12][CH2:13][O:14][C:26]2[C:31]([O:32][CH3:33])=[CH:30][CH:29]=[CH:28][C:27]=2[CH2:34][C:35]([OH:37])=[O:36])=[CH:9][N:8]([C:15]2[N:16]=[N:17][C:18]([C:21]([F:22])([F:24])[F:23])=[CH:19][CH:20]=2)[N:7]=1)[CH2:4][CH3:5])[CH3:2].